Dataset: Forward reaction prediction with 1.9M reactions from USPTO patents (1976-2016). Task: Predict the product of the given reaction. (1) Given the reactants [C:1]([O:4][C@@H:5]1[C@@H:19]([O:20][C:21](=[O:23])[CH3:22])[C@H:18]([O:24][C:25](=[O:27])[CH3:26])[CH2:17][S:16][C@H:6]1[O:7][C:8]1[C:9]([Cl:15])=[N:10][C:11](I)=[CH:12][CH:13]=1)(=[O:3])[CH3:2].[F:28][C:29]1[C:34](B(O)O)=[CH:33][CH:32]=[CH:31][N:30]=1, predict the reaction product. The product is: [C:1]([O:4][C@@H:5]1[C@@H:19]([O:20][C:21](=[O:23])[CH3:22])[C@H:18]([O:24][C:25](=[O:27])[CH3:26])[CH2:17][S:16][C@H:6]1[O:7][C:8]1[C:9]([Cl:15])=[N:10][C:11]([C:34]2[C:29]([F:28])=[N:30][CH:31]=[CH:32][CH:33]=2)=[CH:12][CH:13]=1)(=[O:3])[CH3:2]. (2) Given the reactants C(N(C(C)C)CC)(C)C.FC(F)(F)C(O)=O.[CH3:17][O:18][C:19](=[O:38])[CH2:20][C:21]1[CH:30]=[C:29]([CH:31]2[CH2:36][CH2:35][NH:34][CH2:33][CH2:32]2)[C:28]2[C:23](=[CH:24][CH:25]=[C:26]([F:37])[CH:27]=2)[CH:22]=1.[Cl:39][C:40]1[CH:41]=[C:42]([S:47](Cl)(=[O:49])=[O:48])[CH:43]=[C:44]([Cl:46])[CH:45]=1, predict the reaction product. The product is: [CH3:17][O:18][C:19](=[O:38])[CH2:20][C:21]1[CH:30]=[C:29]([CH:31]2[CH2:36][CH2:35][N:34]([S:47]([C:42]3[CH:41]=[C:40]([Cl:39])[CH:45]=[C:44]([Cl:46])[CH:43]=3)(=[O:49])=[O:48])[CH2:33][CH2:32]2)[C:28]2[C:23](=[CH:24][CH:25]=[C:26]([F:37])[CH:27]=2)[CH:22]=1.